Dataset: Full USPTO retrosynthesis dataset with 1.9M reactions from patents (1976-2016). Task: Predict the reactants needed to synthesize the given product. (1) Given the product [ClH:20].[CH3:1][O:2][C:3]1[CH:4]=[C:5]2[C:10](=[CH:11][C:12]=1[O:13][CH3:14])[CH2:9][N:8]([CH2:15][C:16]([OH:18])=[O:17])[CH2:7][CH2:6]2, predict the reactants needed to synthesize it. The reactants are: [CH3:1][O:2][C:3]1[CH:4]=[C:5]2[C:10](=[CH:11][C:12]=1[O:13][CH3:14])[CH2:9][N:8]([CH2:15][C:16]([O:18]C)=[O:17])[CH2:7][CH2:6]2.[ClH:20]. (2) Given the product [Br:1][C:2]1[CH:3]=[C:4]([C:14]([NH:17][CH2:18][C:19]2[C:20](=[O:29])[NH:21][C:22]([CH3:28])=[CH:23][C:24]=2[CH:25]([CH3:26])[CH3:27])=[O:16])[C:5]2[CH:6]=[N:7][N:8]([CH:11]([CH3:12])[CH3:13])[C:9]=2[CH:10]=1, predict the reactants needed to synthesize it. The reactants are: [Br:1][C:2]1[CH:3]=[C:4]([C:14]([OH:16])=O)[C:5]2[CH:6]=[N:7][N:8]([CH:11]([CH3:13])[CH3:12])[C:9]=2[CH:10]=1.[NH2:17][CH2:18][C:19]1[C:20](=[O:29])[NH:21][C:22]([CH3:28])=[CH:23][C:24]=1[CH:25]([CH3:27])[CH3:26]. (3) The reactants are: [F:1][C:2]1[CH:3]=[C:4]2[C:8](=[CH:9][CH:10]=1)[NH:7][C:6](=[O:11])[C:5]2=[C:12]1[C:20]2[C:15](=[CH:16][C:17]([CH2:21][CH2:22][C:23]([OH:25])=O)=[CH:18][CH:19]=2)[CH2:14][O:13]1.[N:26]1[CH:31]=[CH:30][CH:29]=[CH:28][C:27]=1[S:32][S:32][C:27]1[CH:28]=[CH:29][CH:30]=[CH:31][N:26]=1.C1(P(C2C=CC=CC=2)C2C=CC=CC=2)C=CC=CC=1. Given the product [N:26]1[CH:31]=[CH:30][CH:29]=[CH:28][C:27]=1[S:32][C:23](=[O:25])[CH2:22][CH2:21][C:17]1[CH:16]=[C:15]2[C:20](=[CH:19][CH:18]=1)[C:12](=[C:5]1[C:4]3[C:8](=[CH:9][CH:10]=[C:2]([F:1])[CH:3]=3)[NH:7][C:6]1=[O:11])[O:13][CH2:14]2, predict the reactants needed to synthesize it.